Predict the product of the given reaction. From a dataset of Forward reaction prediction with 1.9M reactions from USPTO patents (1976-2016). (1) The product is: [F:50][C:51]1[CH:52]=[C:53]2[C:57](=[CH:58][CH:59]=1)[N:56]([NH:60][C:13]([C:10]1[CH:11]=[N:12][C:7]([C:2]3[CH:3]=[CH:4][CH:5]=[CH:6][N:1]=3)=[N:8][CH:9]=1)=[O:15])[C:55]([CH3:61])=[CH:54]2. Given the reactants [N:1]1[CH:6]=[CH:5][CH:4]=[CH:3][C:2]=1[C:7]1[N:12]=[CH:11][C:10]([C:13]([OH:15])=O)=[CH:9][N:8]=1.CN(C(ON1N=NC2C=CC(=CC1=2)Cl)=[N+](C)C)C.F[P-](F)(F)(F)(F)F.CCN(C(C)C)C(C)C.[F:50][C:51]1[CH:52]=[C:53]2[C:57](=[CH:58][CH:59]=1)[N:56]([NH2:60])[C:55]([CH3:61])=[CH:54]2, predict the reaction product. (2) Given the reactants Cl.[F:2][C:3]1[CH:16]=[CH:15][C:6]([C:7]([CH:9]2[CH2:14][CH2:13][NH:12][CH2:11][CH2:10]2)=[O:8])=[CH:5][CH:4]=1.[C:17]([NH:24][CH2:25][CH2:26][CH2:27][CH2:28]Br)([O:19][C:20]([CH3:23])([CH3:22])[CH3:21])=[O:18].[I-].[Na+].O, predict the reaction product. The product is: [C:20]([O:19][C:17](=[O:18])[NH:24][CH2:25][CH2:26][CH2:27][CH2:28][N:12]1[CH2:13][CH2:14][CH:9]([C:7](=[O:8])[C:6]2[CH:5]=[CH:4][C:3]([F:2])=[CH:16][CH:15]=2)[CH2:10][CH2:11]1)([CH3:23])([CH3:22])[CH3:21]. (3) Given the reactants [Cl:1][C:2]1[CH:7]=[CH:6][C:5]([S:8][C:9]2[C:17]3[C:16]([CH:18]([CH3:20])[CH3:19])=[CH:15][C:14]([C:21]4[N:22]=[N:23][NH:24][N:25]=4)=[CH:13][C:12]=3[N:11]3[CH2:26][CH2:27][CH:28]([CH2:29][C:30]([O:32][CH3:33])=[O:31])[C:10]=23)=[CH:4][CH:3]=1.[CH2:34]1COCC1, predict the reaction product. The product is: [Cl:1][C:2]1[CH:7]=[CH:6][C:5]([S:8][C:9]2[C:17]3[C:16]([CH:18]([CH3:20])[CH3:19])=[CH:15][C:14]([C:21]4[N:25]=[N:24][N:23]([CH3:34])[N:22]=4)=[CH:13][C:12]=3[N:11]3[CH2:26][CH2:27][CH:28]([CH2:29][C:30]([O:32][CH3:33])=[O:31])[C:10]=23)=[CH:4][CH:3]=1.[Cl:1][C:2]1[CH:7]=[CH:6][C:5]([S:8][C:9]2[C:17]3[C:16]([CH:18]([CH3:20])[CH3:19])=[CH:15][C:14]([C:21]4[N:25]([CH3:34])[N:24]=[N:23][N:22]=4)=[CH:13][C:12]=3[N:11]3[CH2:26][CH2:27][CH:28]([CH2:29][C:30]([O:32][CH3:33])=[O:31])[C:10]=23)=[CH:4][CH:3]=1. (4) Given the reactants [H-].[H-].[H-].[H-].[Li+].[Al+3].C([O:9][C:10](=O)[C:11]([CH3:39])([CH3:38])[CH2:12][CH2:13][CH2:14][CH2:15][CH2:16][CH:17]([O:31][CH:32]1[CH2:37][CH2:36][CH2:35][CH2:34][O:33]1)[CH2:18][CH2:19][CH2:20][CH2:21][CH2:22][C:23]([CH3:30])([CH3:29])[C:24](OCC)=[O:25])C.O.[OH-].[Na+], predict the reaction product. The product is: [CH3:38][C:11]([CH3:39])([CH2:12][CH2:13][CH2:14][CH2:15][CH2:16][CH:17]([O:31][CH:32]1[CH2:37][CH2:36][CH2:35][CH2:34][O:33]1)[CH2:18][CH2:19][CH2:20][CH2:21][CH2:22][C:23]([CH3:29])([CH3:30])[CH2:24][OH:25])[CH2:10][OH:9]. (5) The product is: [F:36][C:37]([F:50])([F:49])[S:38]([N:1]1[C:10]2[C:5](=[CH:6][CH:7]=[CH:8][CH:9]=2)[CH2:4][CH2:3][CH:2]1[CH2:11][NH:12][C:13]([NH:15][C:16]1[CH:24]=[CH:23][CH:22]=[C:21]2[C:17]=1[CH:18]=[N:19][N:20]2[C:25]([O:27][CH3:28])=[O:26])=[O:14])(=[O:40])=[O:39]. Given the reactants [NH:1]1[C:10]2[C:5](=[CH:6][CH:7]=[CH:8][CH:9]=2)[CH2:4][CH2:3][CH:2]1[CH2:11][NH:12][C:13]([NH:15][C:16]1[CH:24]=[CH:23][CH:22]=[C:21]2[C:17]=1[CH:18]=[N:19][N:20]2[C:25]([O:27][CH3:28])=[O:26])=[O:14].C(N(CC)CC)C.[F:36][C:37]([F:50])([F:49])[S:38](O[S:38]([C:37]([F:50])([F:49])[F:36])(=[O:40])=[O:39])(=[O:40])=[O:39], predict the reaction product.